Dataset: Peptide-MHC class II binding affinity with 134,281 pairs from IEDB. Task: Regression. Given a peptide amino acid sequence and an MHC pseudo amino acid sequence, predict their binding affinity value. This is MHC class II binding data. (1) The MHC is DRB1_0401 with pseudo-sequence DRB1_0401. The binding affinity (normalized) is 0.587. The peptide sequence is SQDLELSWNLNGWQAY. (2) The peptide sequence is GDGKISLSELTDALR. The MHC is HLA-DPA10201-DPB10101 with pseudo-sequence HLA-DPA10201-DPB10101. The binding affinity (normalized) is 0.544. (3) The peptide sequence is FAVATITHAAELQRV. The MHC is DRB1_0802 with pseudo-sequence DRB1_0802. The binding affinity (normalized) is 0.556. (4) The peptide sequence is DQEYHRLIHSLSKTS. The MHC is H-2-IAb with pseudo-sequence H-2-IAb. The binding affinity (normalized) is 0.365. (5) The peptide sequence is AGELELQFRRVKSKYPEGTK. The MHC is HLA-DQA10401-DQB10402 with pseudo-sequence HLA-DQA10401-DQB10402. The binding affinity (normalized) is 0. (6) The binding affinity (normalized) is 0.291. The peptide sequence is HYPLHLRYYRITYGE. The MHC is HLA-DPA10103-DPB10401 with pseudo-sequence HLA-DPA10103-DPB10401. (7) The MHC is DRB5_0101 with pseudo-sequence DRB5_0101. The peptide sequence is WSEIQTLKPNLIGPF. The binding affinity (normalized) is 0.388. (8) The peptide sequence is NTFTNLAVQLVRMMEGEGV. The MHC is DRB4_0101 with pseudo-sequence DRB4_0103. The binding affinity (normalized) is 0.370. (9) The peptide sequence is KASTGGAYESYKFIPALEAA. The MHC is HLA-DQA10301-DQB10302 with pseudo-sequence HLA-DQA10301-DQB10302. The binding affinity (normalized) is 0.547.